From a dataset of Full USPTO retrosynthesis dataset with 1.9M reactions from patents (1976-2016). Predict the reactants needed to synthesize the given product. (1) Given the product [CH3:8][C:6]([O:9][C:10]([N:12]1[CH2:18][CH2:17][CH:16]([N:1]=[N+:2]=[N-:3])[CH:14]([OH:15])[CH2:13]1)=[O:11])([CH3:5])[CH3:7].[CH3:8][C:6]([O:9][C:10]([N:12]1[CH2:18][CH2:17][CH:16]([OH:15])[CH:14]([N:1]=[N+:2]=[N-:3])[CH2:13]1)=[O:11])([CH3:5])[CH3:7], predict the reactants needed to synthesize it. The reactants are: [N-:1]=[N+:2]=[N-:3].[Na+].[CH3:5][C:6]([O:9][C:10]([N:12]1[CH2:18][CH2:17][CH:16]2[CH:14]([O:15]2)[CH2:13]1)=[O:11])([CH3:8])[CH3:7].[Cl-].[NH4+].C([O-])(O)=O.[Na+]. (2) Given the product [C:29]1(/[C:22](=[N:21]/[O:20][CH2:19][C:18]2[CH:35]=[CH:36][C:15]([O:14][CH2:3][C:4]3[CH:13]=[CH:12][C:11]4[C:6](=[CH:7][CH:8]=[CH:9][CH:10]=4)[N:5]=3)=[CH:16][CH:17]=2)/[CH2:23][CH2:24][C:25]([O:27][CH3:28])=[O:26])[CH:30]=[CH:31][CH:32]=[CH:33][CH:34]=1, predict the reactants needed to synthesize it. The reactants are: Cl.Cl[CH2:3][C:4]1[CH:13]=[CH:12][C:11]2[C:6](=[CH:7][CH:8]=[CH:9][CH:10]=2)[N:5]=1.[OH:14][C:15]1[CH:36]=[CH:35][C:18]([CH2:19][O:20]/[N:21]=[C:22](/[C:29]2[CH:34]=[CH:33][CH:32]=[CH:31][CH:30]=2)\[CH2:23][CH2:24][C:25]([O:27][CH3:28])=[O:26])=[CH:17][CH:16]=1.C(=O)([O-])[O-].[K+].[K+].CN(C)C=O. (3) Given the product [ClH:1].[C:2]([CH:6]1[CH2:11][CH2:10][NH:9][CH2:8][CH2:7]1)([CH3:5])([CH3:4])[CH3:3], predict the reactants needed to synthesize it. The reactants are: [ClH:1].[C:2]([C:6]1[CH:11]=[CH:10][N:9]=[CH:8][CH:7]=1)([CH3:5])([CH3:4])[CH3:3]. (4) Given the product [C:1]([N:4]1[C:13]2[C:8](=[CH:9][C:10]([C:32]3[CH:37]=[CH:36][C:35]([CH2:38][C:39]([O:41][CH2:42][CH3:43])=[O:40])=[CH:34][CH:33]=3)=[CH:11][CH:12]=2)[C@H:7]([NH:23][C:24]([O:25][CH:26]([CH3:27])[CH3:28])=[O:29])[CH2:6][C@@H:5]1[CH3:30])(=[O:3])[CH3:2], predict the reactants needed to synthesize it. The reactants are: [C:1]([N:4]1[C:13]2[C:8](=[CH:9][C:10](B3OC(C)(C)C(C)(C)O3)=[CH:11][CH:12]=2)[C@H:7]([NH:23][C:24](=[O:29])[O:25][CH:26]([CH3:28])[CH3:27])[CH2:6][C@@H:5]1[CH3:30])(=[O:3])[CH3:2].Br[C:32]1[CH:37]=[CH:36][C:35]([CH2:38][C:39]([O:41][CH2:42][CH3:43])=[O:40])=[CH:34][CH:33]=1.C(=O)([O-])[O-].[K+].[K+]. (5) The reactants are: Br[C:2]1[C:3]([C:14]([O:16][CH2:17][CH2:18][CH2:19][CH2:20][CH2:21][C:22]([O:24][CH3:25])=[O:23])=[O:15])=[C:4]([CH3:13])[O:5][C:6]=1[C:7]1[CH:12]=[CH:11][CH:10]=[CH:9][CH:8]=1.[CH3:26][O:27][C:28]1[CH:33]=[CH:32][C:31](B(O)O)=[CH:30][CH:29]=1.C(=O)([O-])[O-].[K+].[K+].CO. Given the product [CH3:26][O:27][C:28]1[CH:33]=[CH:32][C:31]([C:2]2[C:3]([C:14]([O:16][CH2:17][CH2:18][CH2:19][CH2:20][CH2:21][C:22]([O:24][CH3:25])=[O:23])=[O:15])=[C:4]([CH3:13])[O:5][C:6]=2[C:7]2[CH:12]=[CH:11][CH:10]=[CH:9][CH:8]=2)=[CH:30][CH:29]=1, predict the reactants needed to synthesize it. (6) Given the product [F:26][C:23]1[CH:24]=[CH:25][C:20]([C:9]2[CH2:10][CH2:11][CH2:12][C:13]3[CH:18]=[C:17]([OH:19])[CH:16]=[CH:15][C:14]=3[C:8]=2[CH2:7][CH2:6][CH2:5][CH2:4][CH2:3][CH2:2][N:29]([CH3:28])[CH2:30][CH2:31][CH2:32][CH2:33][CH2:34][S:35]([CH2:37][CH2:38][CH2:39][C:40]([F:46])([F:45])[C:41]([F:42])([F:43])[F:44])=[O:36])=[CH:21][C:22]=1[OH:27], predict the reactants needed to synthesize it. The reactants are: Br[CH2:2][CH2:3][CH2:4][CH2:5][CH2:6][CH2:7][C:8]1[C:14]2[CH:15]=[CH:16][C:17]([OH:19])=[CH:18][C:13]=2[CH2:12][CH2:11][CH2:10][C:9]=1[C:20]1[CH:25]=[CH:24][C:23]([F:26])=[C:22]([OH:27])[CH:21]=1.[CH3:28][NH:29][CH2:30][CH2:31][CH2:32][CH2:33][CH2:34][S:35]([CH2:37][CH2:38][CH2:39][C:40]([F:46])([F:45])[C:41]([F:44])([F:43])[F:42])=[O:36].